From a dataset of Peptide-MHC class II binding affinity with 134,281 pairs from IEDB. Regression. Given a peptide amino acid sequence and an MHC pseudo amino acid sequence, predict their binding affinity value. This is MHC class II binding data. The peptide sequence is LHGVRDGLVRDANNY. The MHC is DRB1_0401 with pseudo-sequence DRB1_0401. The binding affinity (normalized) is 0.